From a dataset of Peptide-MHC class I binding affinity with 185,985 pairs from IEDB/IMGT. Regression. Given a peptide amino acid sequence and an MHC pseudo amino acid sequence, predict their binding affinity value. This is MHC class I binding data. (1) The peptide sequence is SLYKYLLLR. The MHC is HLA-B15:01 with pseudo-sequence HLA-B15:01. The binding affinity (normalized) is 0.0847. (2) The peptide sequence is KTPVIVVPVI. The MHC is HLA-A02:06 with pseudo-sequence HLA-A02:06. The binding affinity (normalized) is 0.303. (3) The peptide sequence is ASDPSFPDI. The MHC is HLA-A03:01 with pseudo-sequence HLA-A03:01. The binding affinity (normalized) is 0.0847. (4) The peptide sequence is FQYEHEQTF. The MHC is HLA-A02:03 with pseudo-sequence HLA-A02:03. The binding affinity (normalized) is 0.898. (5) The peptide sequence is MPSLTLACL. The MHC is HLA-B51:01 with pseudo-sequence HLA-B51:01. The binding affinity (normalized) is 0.485.